From a dataset of Full USPTO retrosynthesis dataset with 1.9M reactions from patents (1976-2016). Predict the reactants needed to synthesize the given product. (1) Given the product [CH2:1]([O:3][C:4](=[O:31])[C:5]([O:8][C:9]1[CH:14]=[CH:13][C:12]([O:15][CH2:16][CH2:17][C:18]2[N:19]=[C:20]([C:24]3[CH:29]=[CH:28][C:27]([C:34]4[C:33]([F:32])=[CH:38][CH:37]=[CH:36][C:35]=4[F:39])=[CH:26][CH:25]=3)[O:21][C:22]=2[CH3:23])=[CH:11][CH:10]=1)([CH3:7])[CH3:6])[CH3:2], predict the reactants needed to synthesize it. The reactants are: [CH2:1]([O:3][C:4](=[O:31])[C:5]([O:8][C:9]1[CH:14]=[CH:13][C:12]([O:15][CH2:16][CH2:17][C:18]2[N:19]=[C:20]([C:24]3[CH:29]=[CH:28][C:27](Br)=[CH:26][CH:25]=3)[O:21][C:22]=2[CH3:23])=[CH:11][CH:10]=1)([CH3:7])[CH3:6])[CH3:2].[F:32][C:33]1[CH:38]=[CH:37][CH:36]=[C:35]([F:39])[C:34]=1B(O)O.[F-].[K+].C1(P(C2CCCCC2)C2C=CC=CC=2C2C=CC=CC=2)CCCCC1. (2) Given the product [CH3:1][O:2][C:3]1[CH:4]=[CH:5][C:6]([CH2:7][O:8][C:9]2[CH:10]=[CH:11][C:12](=[N:15][S:16]([C:19]3[CH:24]=[CH:23][C:22]([CH3:25])=[CH:21][CH:20]=3)(=[O:18])=[O:17])[N:13]([CH2:38][C:39]([NH2:41])=[O:40])[CH:14]=2)=[CH:26][CH:27]=1, predict the reactants needed to synthesize it. The reactants are: [CH3:1][O:2][C:3]1[CH:27]=[CH:26][C:6]([CH2:7][O:8][C:9]2[CH:10]=[CH:11][C:12]([NH:15][S:16]([C:19]3[CH:24]=[CH:23][C:22]([CH3:25])=[CH:21][CH:20]=3)(=[O:18])=[O:17])=[N:13][CH:14]=2)=[CH:5][CH:4]=1.C(N(CC)C(C)C)(C)C.I[CH2:38][C:39]([NH2:41])=[O:40].C(OCC)(=O)C. (3) Given the product [CH:28]([O:27][C:26](=[O:31])[NH:25][C@@H:23]1[CH2:22][C:7]2[N:8]([CH2:12][C:13]3[CH:18]=[CH:17][CH:16]=[C:15]([F:19])[C:14]=3[OH:20])[C:9]3[CH:10]=[CH:11][C:3]([C:1]#[N:2])=[CH:4][C:5]=3[C:6]=2[CH2:24]1)([CH3:30])[CH3:29], predict the reactants needed to synthesize it. The reactants are: [C:1]([C:3]1[CH:11]=[CH:10][C:9]2[N:8]([CH2:12][C:13]3[CH:18]=[CH:17][CH:16]=[C:15]([F:19])[C:14]=3[O:20]C)[C:7]3[CH2:22][C@@H:23]([NH:25][C:26](=[O:31])[O:27][CH:28]([CH3:30])[CH3:29])[CH2:24][C:6]=3[C:5]=2[CH:4]=1)#[N:2].B(Br)(Br)Br. (4) Given the product [CH3:21][C:18]([CH3:22])([CH2:19][CH3:20])[CH2:17][C:15]1[N:16]=[C:12]([CH:9]([NH:10][CH3:11])[CH2:8][C:5]2[CH:6]=[CH:7][C:2]([C:33]3[CH:32]=[N:31][N:30]([CH3:29])[CH:34]=3)=[CH:3][CH:4]=2)[NH:13][CH:14]=1, predict the reactants needed to synthesize it. The reactants are: Br[C:2]1[CH:7]=[CH:6][C:5]([CH2:8][CH:9]([C:12]2[NH:13][CH:14]=[C:15]([CH2:17][C:18]([CH3:22])([CH3:21])[CH2:19][CH3:20])[N:16]=2)[NH:10][CH3:11])=[CH:4][CH:3]=1.C(=O)([O-])[O-].[Na+].[Na+].[CH3:29][N:30]1[CH:34]=[C:33](B2OC(C)(C)C(C)(C)O2)[CH:32]=[N:31]1. (5) Given the product [ClH:35].[ClH:35].[C@H:13]12[CH2:18][C@H:16]([NH:15][CH2:14]1)[CH2:17][N:12]2[CH2:11][C:4]1[C:5]2[O:9][CH:8]=[CH:7][C:6]=2[CH:10]=[C:2]([NH:1][S:32]([C:27]2[CH:28]=[CH:29][CH:30]=[CH:31][C:26]=2[CH3:36])(=[O:34])=[O:33])[CH:3]=1, predict the reactants needed to synthesize it. The reactants are: [NH2:1][C:2]1[CH:3]=[C:4]([CH2:11][N:12]2[CH2:17][C@@H:16]3[CH2:18][C@H:13]2[CH2:14][N:15]3C(OC(C)(C)C)=O)[C:5]2[O:9][CH:8]=[CH:7][C:6]=2[CH:10]=1.[C:26]1([CH3:36])[C:27]([S:32]([Cl:35])(=[O:34])=[O:33])=[CH:28][CH:29]=[CH:30][CH:31]=1. (6) Given the product [O:24]1[CH:25]=[CH:26][CH:27]=[C:23]1[CH2:22][N:13]1[C:14]2[N:15]=[CH:16][N:17]([CH3:21])[C:18]=2[C:19](=[O:20])[N:10]([CH2:9][CH2:8][CH2:7][CH2:6][C@H:5]([OH:4])[CH3:28])[C:11]1=[O:12], predict the reactants needed to synthesize it. The reactants are: C([O:4][C@H:5]([CH3:28])[CH2:6][CH2:7][CH2:8][CH2:9][N:10]1[C:19](=[O:20])[C:18]2[N:17]([CH3:21])[CH:16]=[N:15][C:14]=2[N:13]([CH2:22][C:23]2[O:24][CH:25]=[CH:26][CH:27]=2)[C:11]1=[O:12])(=O)C.Cl.O1CCOCC1. (7) Given the product [OH:20][CH:19]([C:21]1[CH:26]=[CH:25][CH:24]=[C:23]([O:27][CH2:28][CH:29]2[CH2:34][CH2:33][O:32][CH2:31][CH2:30]2)[CH:22]=1)[CH2:18][CH2:17][NH:16][C:9](=[O:10])[O:11][C:12]([CH3:13])([CH3:14])[CH3:15], predict the reactants needed to synthesize it. The reactants are: [CH3:13][C:12]([O:11][C:9](O[C:9]([O:11][C:12]([CH3:15])([CH3:14])[CH3:13])=[O:10])=[O:10])([CH3:15])[CH3:14].[NH2:16][CH2:17][CH2:18][C@H:19]([C:21]1[CH:26]=[CH:25][CH:24]=[C:23]([O:27][CH2:28][CH:29]2[CH2:34][CH2:33][O:32][CH2:31][CH2:30]2)[CH:22]=1)[OH:20].